From a dataset of Full USPTO retrosynthesis dataset with 1.9M reactions from patents (1976-2016). Predict the reactants needed to synthesize the given product. Given the product [Cl:19][C:18]1[C:13]([N:10]2[CH2:11][CH2:12][CH:7]([N:4]3[CH2:5][CH2:6][C@H:2]([NH:1][C:35]4[N:40]=[N:39][C:38]([C:41]#[N:42])=[CH:37][CH:36]=4)[C:3]3=[O:24])[CH2:8][CH2:9]2)=[N:14][CH:15]=[C:16]([C:20]([F:23])([F:22])[F:21])[CH:17]=1, predict the reactants needed to synthesize it. The reactants are: [NH2:1][C@H:2]1[CH2:6][CH2:5][N:4]([CH:7]2[CH2:12][CH2:11][N:10]([C:13]3[C:18]([Cl:19])=[CH:17][C:16]([C:20]([F:23])([F:22])[F:21])=[CH:15][N:14]=3)[CH2:9][CH2:8]2)[C:3]1=[O:24].C(N(C(C)C)C(C)C)C.Cl[C:35]1[N:40]=[N:39][C:38]([C:41]#[N:42])=[CH:37][CH:36]=1.